This data is from Forward reaction prediction with 1.9M reactions from USPTO patents (1976-2016). The task is: Predict the product of the given reaction. Given the reactants [C:1]([O:9]C)(=O)/[CH:2]=[CH:3]\[C:4]([O:6][CH3:7])=[O:5].[CH2:11]([NH2:14])[CH2:12][NH2:13], predict the reaction product. The product is: [O:9]=[C:1]1[NH:14][CH2:11][CH2:12][NH:13][CH:2]1[CH2:3][C:4]([O:6][CH3:7])=[O:5].